Predict the reactants needed to synthesize the given product. From a dataset of Full USPTO retrosynthesis dataset with 1.9M reactions from patents (1976-2016). (1) Given the product [CH:15]1([CH2:14][N:11]2[CH2:12][CH2:13][N:9]([C:7]3[S:8][C:4]([C:1]4[CH:2]=[C:22]([CH3:23])[NH:24][N:30]=4)=[C:5]([CH3:19])[N:6]=3)[C:10]2=[O:18])[CH2:17][CH2:16]1, predict the reactants needed to synthesize it. The reactants are: [C:1]([C:4]1[S:8][C:7]([N:9]2[CH2:13][CH2:12][N:11]([CH2:14][CH:15]3[CH2:17][CH2:16]3)[C:10]2=[O:18])=[N:6][C:5]=1[CH3:19])(=O)[CH3:2].CO[C:22](OC)([N:24](C)C)[CH3:23].O.[NH2:30]N. (2) Given the product [CH3:1][O:2][C:3]1[CH:11]=[C:10]2[C:6]([CH:7]=[CH:8][N:9]2[S:12]([C:15]2[CH:20]=[CH:19][CH:18]=[CH:17][CH:16]=2)(=[O:13])=[O:14])=[CH:5][C:4]=1[O:21][CH2:22][CH2:23][NH:24][C:32](=[O:34])[CH3:33], predict the reactants needed to synthesize it. The reactants are: [CH3:1][O:2][C:3]1[CH:11]=[C:10]2[C:6]([CH:7]=[CH:8][N:9]2[S:12]([C:15]2[CH:20]=[CH:19][CH:18]=[CH:17][CH:16]=2)(=[O:14])=[O:13])=[CH:5][C:4]=1[O:21][CH2:22][CH2:23][NH2:24].C(N(CC)CC)C.[C:32](Cl)(=[O:34])[CH3:33]. (3) The reactants are: [H-].[Na+].[CH2:3]([N:10]1[CH2:15][CH2:14][C:13](=[O:16])[CH2:12][CH2:11]1)[C:4]1[CH:9]=[CH:8][CH:7]=[CH:6][CH:5]=1.[CH3:17]I. Given the product [CH2:3]([N:10]1[CH2:15][CH2:14][C:13](=[O:16])[CH:12]([CH3:17])[CH2:11]1)[C:4]1[CH:5]=[CH:6][CH:7]=[CH:8][CH:9]=1, predict the reactants needed to synthesize it. (4) Given the product [Cl:23][C:8]1[N:4]([CH2:3][CH:2]([F:1])[F:12])[N:5]=[CH:6][C:7]=1[N+:9]([O-:11])=[O:10], predict the reactants needed to synthesize it. The reactants are: [F:1][CH:2]([F:12])[CH2:3][N:4]1[CH:8]=[C:7]([N+:9]([O-:11])=[O:10])[CH:6]=[N:5]1.C[Si](C)(C)[N-][Si](C)(C)C.[Li+].[Cl:23]C(Cl)(Cl)C(Cl)(Cl)Cl.[Cl-].[NH4+]. (5) The reactants are: C[O:2][C:3]([C:5]1[C:6]2[CH2:7][C:8]([CH3:29])([CH3:28])[CH:9]([C:16]3[CH:21]=[CH:20][CH:19]=[C:18]([N:22]4[CH2:27][CH2:26][O:25][CH2:24][CH2:23]4)[CH:17]=3)[NH:10][C:11]=2[CH:12]=[C:13]([F:15])[CH:14]=1)=[O:4].[OH-].[Na+].Cl. Given the product [F:15][C:13]1[CH:14]=[C:5]([C:3]([OH:4])=[O:2])[C:6]2[CH2:7][C:8]([CH3:29])([CH3:28])[CH:9]([C:16]3[CH:21]=[CH:20][CH:19]=[C:18]([N:22]4[CH2:23][CH2:24][O:25][CH2:26][CH2:27]4)[CH:17]=3)[NH:10][C:11]=2[CH:12]=1, predict the reactants needed to synthesize it. (6) Given the product [ClH:59].[CH3:51][N:50]1[C:46]([C:2]2[CH:3]=[CH:4][C:5]3[N:6]([N:8]=[CH:9][C:10]=3[C:11]([NH:13][C:14]3[CH:19]=[C:18]([C:20](=[O:36])[NH:21][CH2:22][C:23]4[CH:28]=[CH:27][CH:26]=[CH:25][C:24]=4[N:29]4[CH2:34][CH2:33][N:32]([CH3:35])[CH2:31][CH2:30]4)[CH:17]=[CH:16][C:15]=3[CH3:37])=[O:12])[CH:7]=2)=[CH:47][CH:48]=[N:49]1, predict the reactants needed to synthesize it. The reactants are: Br[C:2]1[CH:3]=[CH:4][C:5]2[N:6]([N:8]=[CH:9][C:10]=2[C:11]([NH:13][C:14]2[CH:19]=[C:18]([C:20](=[O:36])[NH:21][CH2:22][C:23]3[CH:28]=[CH:27][CH:26]=[CH:25][C:24]=3[N:29]3[CH2:34][CH2:33][N:32]([CH3:35])[CH2:31][CH2:30]3)[CH:17]=[CH:16][C:15]=2[CH3:37])=[O:12])[CH:7]=1.CC12CC1(C)OB([C:46]1[N:50]([CH3:51])[N:49]=[CH:48][CH:47]=1)O2.C(=O)([O-])[O-].[Cs+].[Cs+].C(Cl)[Cl:59].Cl. (7) Given the product [CH2:11]([N:8]1[C:7]([CH2:13][N:14]2[CH2:15][CH2:16][CH:17]([N:20]([CH3:21])[CH3:22])[CH2:18][CH2:19]2)=[N:6][C:5]2[C:9]1=[N:10][C:2]([C:33]1[CH:34]=[CH:35][CH:36]=[C:37]3[C:32]=1[CH:31]=[CH:30][NH:29]3)=[N:3][C:4]=2[N:23]1[CH2:28][CH2:27][O:26][CH2:25][CH2:24]1)[CH3:12], predict the reactants needed to synthesize it. The reactants are: Cl[C:2]1[N:10]=[C:9]2[C:5]([N:6]=[C:7]([CH2:13][N:14]3[CH2:19][CH2:18][CH:17]([N:20]([CH3:22])[CH3:21])[CH2:16][CH2:15]3)[N:8]2[CH2:11][CH3:12])=[C:4]([N:23]2[CH2:28][CH2:27][O:26][CH2:25][CH2:24]2)[N:3]=1.[NH:29]1[C:37]2[CH:36]=[CH:35][CH:34]=[C:33](B(O)O)[C:32]=2[CH:31]=[CH:30]1.[O-]P([O-])([O-])=O.[K+].[K+].[K+]. (8) Given the product [Br:1][C:2]1[CH:3]=[C:4]([C:9]([F:12])([F:10])[F:11])[C:5]([O:8][CH2:14][CH2:15][N:16]([CH3:24])[C:17](=[O:23])[O:18][C:19]([CH3:21])([CH3:20])[CH3:22])=[N:6][CH:7]=1, predict the reactants needed to synthesize it. The reactants are: [Br:1][C:2]1[CH:3]=[C:4]([C:9]([F:12])([F:11])[F:10])[C:5]([OH:8])=[N:6][CH:7]=1.O[CH2:14][CH2:15][N:16]([CH3:24])[C:17](=[O:23])[O:18][C:19]([CH3:22])([CH3:21])[CH3:20].C1(P(C2C=CC=CC=2)C2C=CC=CC=2)C=CC=CC=1.N(C(OC(C)C)=O)=NC(OC(C)C)=O.